This data is from Reaction yield outcomes from USPTO patents with 853,638 reactions. The task is: Predict the reaction yield, written as a fraction of the theoretical maximum amount of product (1.0 means a 100% yield; for example, 0.34 means a 34% yield). (1) The product is [Br:1][C:2]1[CH:7]=[C:6]2[C:5](=[CH:4][CH:3]=1)[O:11][C:13]([CH3:15])([CH3:12])[CH2:9][C:8]2=[O:10]. The catalyst is C1(C)C=CC=CC=1. The reactants are [Br:1][C:2]1[CH:3]=[CH:4][C:5]([OH:11])=[C:6]([C:8](=[O:10])[CH3:9])[CH:7]=1.[CH3:12][C:13]([CH3:15])=O.N1CCCC1.Cl. The yield is 0.710. (2) The reactants are [F:1][C@:2]1([CH3:18])[C@H:6]([OH:7])[C@@H:5]([CH2:8][OH:9])[O:4][C@H:3]1[N:10]1[CH:17]=[CH:16][C:14]([NH2:15])=[N:13][C:11]1=[O:12].[C:19](Cl)(=[O:26])[C:20]1[CH:25]=[CH:24][CH:23]=[CH:22][CH:21]=1. The catalyst is N1C=CC=CC=1. The product is [C:19]([NH:15][C:14]1[CH:16]=[CH:17][N:10]([C@@H:3]2[O:4][C@H:5]([CH:8]([C:19](=[O:26])[C:20]3[CH:25]=[CH:24][CH:23]=[CH:22][CH:21]=3)[OH:9])[C@@:6]([C:19](=[O:26])[C:20]3[CH:25]=[CH:24][CH:23]=[CH:22][CH:21]=3)([OH:7])[C@:2]2([F:1])[CH3:18])[C:11](=[O:12])[N:13]=1)(=[O:26])[C:20]1[CH:25]=[CH:24][CH:23]=[CH:22][CH:21]=1. The yield is 0.910. (3) The reactants are [CH3:1][C:2]1[S:3][C:4]2[CH:10]=[CH:9][C:8]([C:11]([OH:13])=O)=[CH:7][C:5]=2[N:6]=1.[F:14][C:15]([F:24])([F:23])[C:16]1[CH:22]=[CH:21][C:19]([NH2:20])=[CH:18][CH:17]=1.C(Cl)CCl. The catalyst is CN(C1C=CN=CC=1)C.C(Cl)Cl.CN(C=O)C. The product is [CH3:1][C:2]1[S:3][C:4]2[CH:10]=[CH:9][C:8]([C:11]([NH:20][C:19]3[CH:21]=[CH:22][C:16]([C:15]([F:14])([F:23])[F:24])=[CH:17][CH:18]=3)=[O:13])=[CH:7][C:5]=2[N:6]=1. The yield is 0.500. (4) The reactants are [H-].[Na+].P(=O)([O-])O[C:5](CC)(CC)[C:6]#[N:7].[C:14]1(=O)[CH2:19][CH2:18][CH2:17][CH2:16][CH2:15]1. The catalyst is O1CCCC1. The product is [C:14]1(=[CH:5][C:6]#[N:7])[CH2:19][CH2:18][CH2:17][CH2:16][CH2:15]1. The yield is 0.670.